Dataset: Catalyst prediction with 721,799 reactions and 888 catalyst types from USPTO. Task: Predict which catalyst facilitates the given reaction. (1) Reactant: [Cl:1][C:2]1[CH:3]=[C:4]([NH:9][C:10]2[C:15]([C:16](=[O:18])[CH3:17])=[CH:14][CH:13]=[CH:12][N:11]=2)[CH:5]=[CH:6][C:7]=1[Cl:8].[CH3:19][O:20][C:21]1[CH:22]=[C:23]([CH:26]=[C:27]([O:31][CH3:32])[C:28]=1[O:29][CH3:30])[CH:24]=O.Cl. Product: [Cl:1][C:2]1[CH:3]=[C:4]([NH:9][C:10]2[C:15]([C:16](=[O:18])/[CH:17]=[CH:24]/[C:23]3[CH:26]=[C:27]([O:31][CH3:32])[C:28]([O:29][CH3:30])=[C:21]([O:20][CH3:19])[CH:22]=3)=[CH:14][CH:13]=[CH:12][N:11]=2)[CH:5]=[CH:6][C:7]=1[Cl:8]. The catalyst class is: 5. (2) Reactant: [CH:1]([C:3]1[CH:4]=[CH:5][C:6]([N:11]2[CH:15]=[N:14][CH:13]=[N:12]2)=[C:7]([CH:10]=1)[C:8]#[N:9])=O.C(O)(=O)[CH2:17][C:18]([OH:20])=[O:19].N1CCCCC1. The catalyst class is: 17. Product: [C:8]([C:7]1[CH:10]=[C:3](/[CH:1]=[CH:17]/[C:18]([OH:20])=[O:19])[CH:4]=[CH:5][C:6]=1[N:11]1[CH:15]=[N:14][CH:13]=[N:12]1)#[N:9].